Dataset: Peptide-MHC class I binding affinity with 185,985 pairs from IEDB/IMGT. Task: Regression. Given a peptide amino acid sequence and an MHC pseudo amino acid sequence, predict their binding affinity value. This is MHC class I binding data. (1) The peptide sequence is AFFSDLVKF. The MHC is HLA-B07:02 with pseudo-sequence HLA-B07:02. The binding affinity (normalized) is 0.213. (2) The binding affinity (normalized) is 0.0847. The MHC is HLA-A02:01 with pseudo-sequence HLA-A02:01. The peptide sequence is GRTFGKLPY. (3) The peptide sequence is DVSRPTTVV. The MHC is HLA-A02:03 with pseudo-sequence HLA-A02:03. The binding affinity (normalized) is 0.0251. (4) The peptide sequence is TLVKSGLTEV. The MHC is HLA-A02:03 with pseudo-sequence HLA-A02:03. The binding affinity (normalized) is 0.901.